From a dataset of Reaction yield outcomes from USPTO patents with 853,638 reactions. Predict the reaction yield, written as a fraction of the theoretical maximum amount of product (1.0 means a 100% yield; for example, 0.34 means a 34% yield). The reactants are [OH:1][CH:2]1[CH2:7][CH2:6][CH:5]([C:8](=[O:22])[CH2:9][CH:10]2[C:18]3[C:13](=[CH:14][CH:15]=[CH:16][CH:17]=3)[C:12]3=[CH:19][N:20]=[CH:21][N:11]23)[CH2:4][CH2:3]1.[C:23](OC(=O)C)(=[O:25])[CH3:24]. The catalyst is ClCCl.CN(C)C1C=CN=CC=1. The product is [C:23]([O:1][CH:2]1[CH2:7][CH2:6][CH:5]([C:8](=[O:22])[CH2:9][CH:10]2[C:18]3[C:13](=[CH:14][CH:15]=[CH:16][CH:17]=3)[C:12]3=[CH:19][N:20]=[CH:21][N:11]23)[CH2:4][CH2:3]1)(=[O:25])[CH3:24]. The yield is 0.910.